Task: Predict the product of the given reaction.. Dataset: Forward reaction prediction with 1.9M reactions from USPTO patents (1976-2016) (1) Given the reactants [F:1][C:2]1[CH:7]=[CH:6][CH:5]=[CH:4][C:3]=1[C:8]1[N:12]2[N:13]=[C:14]([SH:17])[CH:15]=[CH:16][C:11]2=[N:10][N:9]=1.C(=O)([O-])[O-].[Cs+].[Cs+].Br[CH:25]([CH2:34][CH3:35])[C:26]([N:28]1[CH2:33][CH2:32][CH2:31][CH2:30][CH2:29]1)=[O:27], predict the reaction product. The product is: [F:1][C:2]1[CH:7]=[CH:6][CH:5]=[CH:4][C:3]=1[C:8]1[N:12]2[N:13]=[C:14]([S:17][CH:25]([CH2:34][CH3:35])[C:26]([N:28]3[CH2:33][CH2:32][CH2:31][CH2:30][CH2:29]3)=[O:27])[CH:15]=[CH:16][C:11]2=[N:10][N:9]=1. (2) Given the reactants Br[C:2]([Br:5])(Br)Br.[C:6]1([CH2:12]CO)[CH:11]=[CH:10][CH:9]=[CH:8][CH:7]=1.C1(P(C2C=CC=CC=2)C2C=CC=CC=2)C=CC=CC=1.N1C=CC=CC=1, predict the reaction product. The product is: [Br:5][CH2:2][CH2:12][C:6]1[CH:11]=[CH:10][CH:9]=[CH:8][CH:7]=1. (3) Given the reactants [C:1]([O:5][C:6](=[O:22])[NH:7][C:8]1[CH:13]=[CH:12][C:11]([C:14]2[CH:19]=[CH:18][CH:17]=[CH:16][C:15]=2[F:20])=[CH:10][C:9]=1[NH2:21])([CH3:4])([CH3:3])[CH3:2].C([O:27][C:28](=O)[CH2:29][C:30]([C:32]1[CH:37]=[CH:36][CH:35]=[C:34]([N:38]2[CH:42]=[C:41]([CH3:43])[N:40]=[C:39]2[CH3:44])[CH:33]=1)=[O:31])(C)(C)C, predict the reaction product. The product is: [C:1]([O:5][C:6](=[O:22])[NH:7][C:8]1[CH:13]=[CH:12][C:11]([C:14]2[CH:19]=[CH:18][CH:17]=[CH:16][C:15]=2[F:20])=[CH:10][C:9]=1[NH:21][C:28](=[O:27])[CH2:29][C:30]([C:32]1[CH:37]=[CH:36][CH:35]=[C:34]([N:38]2[CH:42]=[C:41]([CH3:43])[N:40]=[C:39]2[CH3:44])[CH:33]=1)=[O:31])([CH3:4])([CH3:2])[CH3:3].